Dataset: Full USPTO retrosynthesis dataset with 1.9M reactions from patents (1976-2016). Task: Predict the reactants needed to synthesize the given product. (1) Given the product [NH:8]1[CH2:12][CH2:11][C@@H:10]([C:13]2[CH:14]=[C:15]([NH:19][S:20]([C:23]3[CH:28]=[CH:27][CH:26]=[C:25]([C:29]([F:32])([F:30])[F:31])[CH:24]=3)(=[O:22])=[O:21])[CH:16]=[CH:17][CH:18]=2)[CH2:9]1, predict the reactants needed to synthesize it. The reactants are: C([N:8]1[CH2:12][CH2:11][C@@H:10]([C:13]2[CH:14]=[C:15]([NH:19][S:20]([C:23]3[CH:28]=[CH:27][CH:26]=[C:25]([C:29]([F:32])([F:31])[F:30])[CH:24]=3)(=[O:22])=[O:21])[CH:16]=[CH:17][CH:18]=2)[CH2:9]1)C1C=CC=CC=1. (2) Given the product [C:20]([O:19][C@@H:18]1[C@H:28]([O:29][C:30](=[O:37])[C:31]2[CH:36]=[CH:35][CH:34]=[CH:33][CH:32]=2)[C@@H:38]([CH2:40][O:41][C:42](=[O:49])[C:43]2[CH:44]=[CH:45][CH:46]=[CH:47][CH:48]=2)[O:39][C@H:17]1[N:9]1[CH:8]=[N:7][C:6]2[C:10]1=[N:11][C:3]([O:2][CH3:1])=[N:4][C:5]=2[NH2:12])(=[O:27])[C:21]1[CH:26]=[CH:25][CH:24]=[CH:23][CH:22]=1, predict the reactants needed to synthesize it. The reactants are: [CH3:1][O:2][C:3]1[N:11]=[C:10]2[C:6]([NH:7][CH:8]=[N:9]2)=[C:5]([NH2:12])[N:4]=1.C(O[C@@H:17]1[O:39][C@H:38]([CH2:40][O:41][C:42](=[O:49])[C:43]2[CH:48]=[CH:47][CH:46]=[CH:45][CH:44]=2)[C@@H:28]([O:29][C:30](=[O:37])[C:31]2[CH:36]=[CH:35][CH:34]=[CH:33][CH:32]=2)[C@H:18]1[O:19][C:20](=[O:27])[C:21]1[CH:26]=[CH:25][CH:24]=[CH:23][CH:22]=1)(=O)C.FC(S(O[Si](C)(C)C)(=O)=O)(F)F. (3) The reactants are: [CH3:1][O:2][C:3]1[CH:8]=[N:7][NH:6][C:5](=[O:9])[N:4]=1.[C:10]([NH:13][C:14]1[CH:15]=[C:16](B(O)O)[CH:17]=[CH:18][CH:19]=1)(=[O:12])[CH3:11].N1C=CC=CC=1. Given the product [CH3:1][O:2][C:3]1[CH:8]=[N:7][N:6]([C:18]2[CH:19]=[C:14]([NH:13][C:10](=[O:12])[CH3:11])[CH:15]=[CH:16][CH:17]=2)[C:5](=[O:9])[N:4]=1, predict the reactants needed to synthesize it. (4) Given the product [F:34][CH:35]([F:52])[O:36][C:37]1[CH:42]=[C:41]([C:2]2[C:3]([NH:14][C:15]3[C:24]4[C:19](=[CH:20][C:21]([F:26])=[CH:22][C:23]=4[F:25])[N:18]=[C:17]([C:27]4[CH:32]=[CH:31][CH:30]=[CH:29][N:28]=4)[C:16]=3[CH3:33])=[CH:4][C:5]([N:8]3[CH2:13][CH2:12][O:11][CH2:10][CH2:9]3)=[N:6][CH:7]=2)[CH:40]=[CH:39][CH:38]=1, predict the reactants needed to synthesize it. The reactants are: Br[C:2]1[C:3]([NH:14][C:15]2[C:24]3[C:19](=[CH:20][C:21]([F:26])=[CH:22][C:23]=3[F:25])[N:18]=[C:17]([C:27]3[CH:32]=[CH:31][CH:30]=[CH:29][N:28]=3)[C:16]=2[CH3:33])=[CH:4][C:5]([N:8]2[CH2:13][CH2:12][O:11][CH2:10][CH2:9]2)=[N:6][CH:7]=1.[F:34][CH:35]([F:52])[O:36][C:37]1[CH:38]=[C:39](B2OC(C)(C)C(C)(C)O2)[CH:40]=[CH:41][CH:42]=1.C1(P(C2CCCCC2)C2CCCCC2)CCCCC1.[O-]P([O-])([O-])=O.[K+].[K+].[K+]. (5) Given the product [Br:1][C:2]1[C:8]([Cl:9])=[CH:7][C:5]([NH:6][C:22](=[O:23])[C:21]([F:32])([F:31])[F:20])=[C:4]([I:10])[CH:3]=1, predict the reactants needed to synthesize it. The reactants are: [Br:1][C:2]1[C:8]([Cl:9])=[CH:7][C:5]([NH2:6])=[C:4]([I:10])[CH:3]=1.C(N(CC)C(C)C)(C)C.[F:20][C:21]([F:32])([F:31])[C:22](O[C:22](=[O:23])[C:21]([F:32])([F:31])[F:20])=[O:23]. (6) Given the product [CH:12]([C:2]1[CH:10]=[C:9]2[C:5]([CH2:6][C:7](=[O:11])[NH:8]2)=[CH:4][CH:3]=1)=[CH2:13], predict the reactants needed to synthesize it. The reactants are: Br[C:2]1[CH:10]=[C:9]2[C:5]([CH2:6][C:7](=[O:11])[NH:8]2)=[CH:4][CH:3]=1.[CH:12]([Sn](CCCC)(CCCC)CCCC)=[CH2:13].[Cl-].[Li+].[F-].[K+]. (7) Given the product [NH2:10][CH2:9][CH2:8][CH:7]([CH2:6][C:5]1[CH:42]=[CH:43][C:2]([Cl:1])=[CH:3][CH:4]=1)[C:18]([N:20]1[CH2:21][CH2:22][N:23]([C:26]2[C:31]([C:32]3[CH:33]=[CH:34][CH:35]=[CH:36][CH:37]=3)=[CH:30][N:29]=[C:28]3[NH:38][CH:39]=[C:40]([CH3:41])[C:27]=23)[CH2:24][CH2:25]1)=[O:19], predict the reactants needed to synthesize it. The reactants are: [Cl:1][C:2]1[CH:43]=[CH:42][C:5]([CH2:6][CH:7]([C:18]([N:20]2[CH2:25][CH2:24][N:23]([C:26]3[C:31]([C:32]4[CH:37]=[CH:36][CH:35]=[CH:34][CH:33]=4)=[CH:30][N:29]=[C:28]4[NH:38][CH:39]=[C:40]([CH3:41])[C:27]=34)[CH2:22][CH2:21]2)=[O:19])[CH2:8][CH2:9][NH:10]C(=O)OC(C)(C)C)=[CH:4][CH:3]=1.C(O)(C(F)(F)F)=O.C1(N)C(F)=C(F)C(F)=C(N)C=1F.Cl.Cl. (8) Given the product [C:1]([O:5][C:6]([N:8]1[CH2:9][C:10]2[N:15]3[C:16](=[CH:17][N:18]=[C:14]3[CH:13]=[CH:12][CH:11]=2)[C:21]1=[O:22])=[O:7])([CH3:4])([CH3:2])[CH3:3], predict the reactants needed to synthesize it. The reactants are: [C:1]([O:5][C:6]([NH:8][CH2:9][C:10]1[N:15]2[CH:16]=[CH:17][N:18]=[C:14]2[CH:13]=[CH:12][CH:11]=1)=[O:7])([CH3:4])([CH3:3])[CH3:2].ClC(Cl)(Cl)[C:21](Cl)=[O:22].C(=O)([O-])O.[Na+]. (9) Given the product [C:17]([O:21][C:22](=[O:23])[NH:24][CH:25]([C:26]1[CH:36]=[CH:35][CH:34]=[C:28]([O:29][CH2:30][C:31]2[O:14][N:13]=[C:11]([C:10]3[CH:15]=[CH:16][C:7]([CH2:6][CH:2]4[O:3][CH2:4][CH2:5][O:1]4)=[CH:8][CH:9]=3)[N:12]=2)[CH:27]=1)[C:37]1[CH:42]=[CH:41][CH:40]=[CH:39][CH:38]=1)([CH3:20])([CH3:19])[CH3:18], predict the reactants needed to synthesize it. The reactants are: [O:1]1[CH2:5][CH2:4][O:3][CH:2]1[CH2:6][C:7]1[CH:16]=[CH:15][C:10]([C:11](=[N:13][OH:14])[NH2:12])=[CH:9][CH:8]=1.[C:17]([O:21][C:22]([NH:24][CH:25]([C:37]1[CH:42]=[CH:41][CH:40]=[CH:39][CH:38]=1)[C:26]1[CH:27]=[C:28]([CH:34]=[CH:35][CH:36]=1)[O:29][CH2:30][C:31](O)=O)=[O:23])([CH3:20])([CH3:19])[CH3:18]. (10) Given the product [C:48]([OH:55])(=[O:54])/[CH:49]=[CH:50]/[C:51]([OH:53])=[O:52].[CH3:25][C:23]([CH3:24])([CH3:26])[CH2:22][NH:21][C:20](=[O:27])[C@H:18]([CH3:19])[CH2:17][C@H:16]([OH:28])[C@@H:15]([NH2:14])[CH2:29][N:30]1[CH2:35][C:34](=[O:36])[N:33]([C:37]2[CH:42]=[C:41]([F:43])[CH:40]=[CH:39][C:38]=2[CH3:44])[CH2:32][C:31]1([CH3:45])[CH3:46].[NH2:83][C@@H:64]([CH2:65][N:66]1[CH2:71][C:70](=[O:72])[N:69]([C:73]2[CH:78]=[C:77]([F:79])[CH:76]=[CH:75][C:74]=2[CH3:80])[CH2:68][C:67]1([CH3:81])[CH3:82])[C@@H:63]([OH:84])[CH2:62][C@@H:61]([CH3:85])[C:60]([NH:59][CH2:58][C:57]([CH3:56])([CH3:87])[CH3:88])=[O:86], predict the reactants needed to synthesize it. The reactants are: FC(F)(F)C(O)=O.C(OC(=O)[NH:14][C@@H:15]([CH2:29][N:30]1[CH2:35][C:34](=[O:36])[N:33]([C:37]2[CH:42]=[C:41]([F:43])[CH:40]=[CH:39][C:38]=2[CH3:44])[CH2:32][C:31]1([CH3:46])[CH3:45])[C@@H:16]([OH:28])[CH2:17][C@H:18]([C:20](=[O:27])[NH:21][CH2:22][C:23]([CH3:26])([CH3:25])[CH3:24])[CH3:19])(C)(C)C.[C:48]([OH:55])(=[O:54])/[CH:49]=[CH:50]/[C:51]([OH:53])=[O:52].[CH3:56][C:57]([CH3:88])([CH3:87])[CH2:58][NH:59][C:60](=[O:86])[C@H:61]([CH3:85])[CH2:62][C@H:63]([OH:84])[C@@H:64]([NH2:83])[CH2:65][N:66]1[CH2:71][C:70](=[O:72])[N:69]([C:73]2[CH:78]=[C:77]([F:79])[CH:76]=[CH:75][C:74]=2[CH3:80])[CH2:68][C:67]1([CH3:82])[CH3:81].